From a dataset of Forward reaction prediction with 1.9M reactions from USPTO patents (1976-2016). Predict the product of the given reaction. (1) The product is: [C:31]([N:18]1[CH2:19][CH2:20][CH2:21][C@H:17]1[C:15]([NH:14][C:5]1[CH:6]=[CH:7][C:8]([C:9]2[O:13][CH:12]=[N:11][CH:10]=2)=[C:3]([O:2][CH3:1])[CH:4]=1)=[O:16])(=[O:35])[CH:32]([CH3:34])[CH3:33]. Given the reactants [CH3:1][O:2][C:3]1[CH:4]=[C:5]([NH:14][C:15]([C@@H:17]2[CH2:21][CH2:20][CH2:19][NH:18]2)=[O:16])[CH:6]=[CH:7][C:8]=1[C:9]1[O:13][CH:12]=[N:11][CH:10]=1.C(N(C(C)C)CC)(C)C.[C:31](Cl)(=[O:35])[CH:32]([CH3:34])[CH3:33], predict the reaction product. (2) Given the reactants [Si]([O:8][C@@H:9]1[C@@H:14]([CH3:15])[CH2:13][N:12]([C:16]2[CH:21]=[CH:20][N:19]=[CH:18][C:17]=2[NH:22][C:23]([C:25]2[CH:34]=[CH:33][C:32]3[C:27](=[CH:28][C:29]([CH:35]=[CH2:36])=[CH:30][CH:31]=3)[N:26]=2)=[O:24])[CH2:11][C@H:10]1[NH:37]C(=O)OC(C)(C)C)(C(C)(C)C)(C)C.Cl.O1CCOCC1, predict the reaction product. The product is: [NH2:37][C@H:10]1[C@H:9]([OH:8])[C@@H:14]([CH3:15])[CH2:13][N:12]([C:16]2[CH:21]=[CH:20][N:19]=[CH:18][C:17]=2[NH:22][C:23]([C:25]2[CH:34]=[CH:33][C:32]3[C:27](=[CH:28][C:29]([CH2:35][CH3:36])=[CH:30][CH:31]=3)[N:26]=2)=[O:24])[CH2:11]1. (3) Given the reactants [F:1][C:2]1[CH:3]=[C:4]([NH2:24])[CH:5]=[CH:6][C:7]=1[O:8][C:9]1[CH:14]=[CH:13][N:12]=[C:11]2[CH:15]=[C:16]([C:18]3[O:22][N:21]=[C:20]([CH3:23])[N:19]=3)[S:17][C:10]=12.[OH:25][C:26]([CH3:45])([CH3:44])[CH2:27][N:28]1[C:32]([CH3:33])=[C:31]([C:34](O)=[O:35])[C:30](=[O:37])[N:29]1[C:38]1[CH:43]=[CH:42][CH:41]=[CH:40][CH:39]=1.C(Cl)CCl.C1C=CC2N(O)N=NC=2C=1.CCN(C(C)C)C(C)C, predict the reaction product. The product is: [F:1][C:2]1[CH:3]=[C:4]([NH:24][C:34]([C:31]2[C:30](=[O:37])[N:29]([C:38]3[CH:39]=[CH:40][CH:41]=[CH:42][CH:43]=3)[N:28]([CH2:27][C:26]([OH:25])([CH3:45])[CH3:44])[C:32]=2[CH3:33])=[O:35])[CH:5]=[CH:6][C:7]=1[O:8][C:9]1[CH:14]=[CH:13][N:12]=[C:11]2[CH:15]=[C:16]([C:18]3[O:22][N:21]=[C:20]([CH3:23])[N:19]=3)[S:17][C:10]=12. (4) Given the reactants C([O:3][C:4](=[O:24])[CH:5](C#N)[CH:6]([C:15]1[CH:20]=[CH:19][C:18]([Br:21])=[CH:17][CH:16]=1)[C:7]1[CH:12]=[CH:11][C:10]([F:13])=[CH:9][C:8]=1[F:14])C.O.OS(O)(=O)=O, predict the reaction product. The product is: [Br:21][C:18]1[CH:17]=[CH:16][C:15]([CH:6]([C:7]2[CH:12]=[CH:11][C:10]([F:13])=[CH:9][C:8]=2[F:14])[CH2:5][C:4]([OH:24])=[O:3])=[CH:20][CH:19]=1.